From a dataset of Acute oral toxicity (LD50) regression data from Zhu et al.. Regression/Classification. Given a drug SMILES string, predict its toxicity properties. Task type varies by dataset: regression for continuous values (e.g., LD50, hERG inhibition percentage) or binary classification for toxic/non-toxic outcomes (e.g., AMES mutagenicity, cardiotoxicity, hepatotoxicity). Dataset: ld50_zhu. (1) The compound is C=C(C)C1CC=C(C)C(=O)C1. The rat oral LD50 is 4.61, given as -log10 of the dose in mol/kg body weight (higher means more acutely toxic). (2) The rat oral LD50 is 5.23, given as -log10 of the dose in mol/kg body weight (higher means more acutely toxic). The compound is COc1c(OP(=O)(OC(C)C)OC(C)C)cnn(C)c1=O.